Predict the product of the given reaction. From a dataset of Forward reaction prediction with 1.9M reactions from USPTO patents (1976-2016). (1) Given the reactants [Cl:1][C:2]1[N:7]=[C:6]([N:8]([CH3:29])[C:9]2[CH:28]=[CH:27][C:12]3[N:13]([CH3:26])[C:14]([NH:16][CH2:17][C:18]4[CH:23]=[CH:22][C:21]([O:24][CH3:25])=[CH:20][CH:19]=4)=[N:15][C:11]=3[CH:10]=2)[CH:5]=[CH:4][N:3]=1.[NH2:30][C:31]1[CH:32]=[C:33]([S:37]([NH2:40])(=[O:39])=[O:38])[CH:34]=[CH:35][CH:36]=1, predict the reaction product. The product is: [ClH:1].[CH3:25][O:24][C:21]1[CH:22]=[CH:23][C:18]([CH2:17][NH:16][C:14]2[N:13]([CH3:26])[C:12]3[CH:27]=[CH:28][C:9]([N:8]([CH3:29])[C:6]4[CH:5]=[CH:4][N:3]=[C:2]([NH:30][C:31]5[CH:32]=[C:33]([S:37]([NH2:40])(=[O:38])=[O:39])[CH:34]=[CH:35][CH:36]=5)[N:7]=4)=[CH:10][C:11]=3[N:15]=2)=[CH:19][CH:20]=1. (2) The product is: [CH3:1][O:2][C:3]1[C:8]([O:9][CH3:10])=[C:7]([O:11][CH3:12])[CH:6]=[C:5]([CH3:13])[C:4]=1[C:14]([C:16]1[C:21]([C:22]([F:25])([F:24])[F:23])=[C:20]([C:26](=[O:28])[CH3:27])[C:19]([Cl:29])=[N:18][C:17]=1[Cl:30])=[O:15]. Given the reactants [CH3:1][O:2][C:3]1[C:8]([O:9][CH3:10])=[C:7]([O:11][CH3:12])[CH:6]=[C:5]([CH3:13])[C:4]=1[CH:14]([C:16]1[C:17]([Cl:30])=[N:18][C:19]([Cl:29])=[C:20]([CH:26]([OH:28])[CH3:27])[C:21]=1[C:22]([F:25])([F:24])[F:23])[OH:15], predict the reaction product. (3) Given the reactants [C:1]([C:3]1[CH:4]=[C:5]([C:13]2[S:14][C:15]([C:18]3[C:19]([CH2:32][CH3:33])=[C:20]([CH2:24][CH2:25][CH2:26][C:27]([O:29]CC)=[O:28])[CH:21]=[CH:22][CH:23]=3)=[CH:16][N:17]=2)[CH:6]=[CH:7][C:8]=1[O:9][CH:10]([CH3:12])[CH3:11])#[N:2].[OH-].[Na+], predict the reaction product. The product is: [C:1]([C:3]1[CH:4]=[C:5]([C:13]2[S:14][C:15]([C:18]3[C:19]([CH2:32][CH3:33])=[C:20]([CH2:24][CH2:25][CH2:26][C:27]([OH:29])=[O:28])[CH:21]=[CH:22][CH:23]=3)=[CH:16][N:17]=2)[CH:6]=[CH:7][C:8]=1[O:9][CH:10]([CH3:12])[CH3:11])#[N:2]. (4) Given the reactants [Li+].[BH4-].C[O:4][C:5]([C:7]1[C:11]([Cl:12])=[C:10]([Cl:13])[S:9][N:8]=1)=O, predict the reaction product. The product is: [OH:4][CH2:5][C:7]1[C:11]([Cl:12])=[C:10]([Cl:13])[S:9][N:8]=1. (5) Given the reactants Cl[C:2]([O:4][C:5]1[CH:10]=[CH:9][CH:8]=[CH:7][CH:6]=1)=[O:3].[CH3:11][S:12][C:13]1[C:14]([N:26]2[CH2:31][CH2:30][O:29][CH2:28][CH2:27]2)=[N:15][C:16]([C:19]2[CH:24]=[CH:23][C:22]([NH2:25])=[CH:21][CH:20]=2)=[N:17][CH:18]=1.C([O-])(O)=O.[Na+], predict the reaction product. The product is: [CH3:11][S:12][C:13]1[C:14]([N:26]2[CH2:31][CH2:30][O:29][CH2:28][CH2:27]2)=[N:15][C:16]([C:19]2[CH:24]=[CH:23][C:22]([NH:25][C:2](=[O:3])[O:4][C:5]3[CH:10]=[CH:9][CH:8]=[CH:7][CH:6]=3)=[CH:21][CH:20]=2)=[N:17][CH:18]=1. (6) Given the reactants [Br:1][C:2]1[N:7]=[C:6]([N+:8]([O-:10])=[O:9])[C:5]([OH:11])=[CH:4][CH:3]=1.Br[C:13]1C=C(Br)N=C([N+]([O-])=O)C=1O.C([O-])([O-])=O.[K+].[K+].S(OC)(OC)(=O)=O, predict the reaction product. The product is: [Br:1][C:2]1[N:7]=[C:6]([N+:8]([O-:10])=[O:9])[C:5]([O:11][CH3:13])=[CH:4][CH:3]=1. (7) Given the reactants Cl[C:2]1[C:7]2[C:8]([I:11])=[N:9][NH:10][C:6]=2[CH:5]=[C:4]([Cl:12])[N:3]=1.[CH3:13][NH2:14], predict the reaction product. The product is: [Cl:12][C:4]1[N:3]=[C:2]([NH:14][CH3:13])[C:7]2[C:8]([I:11])=[N:9][NH:10][C:6]=2[CH:5]=1. (8) Given the reactants [OH:1][C@H:2]([C:10]1[CH:19]=[CH:18][C:13]2[C:14](=[O:17])[O:15][CH2:16][C:12]=2[C:11]=1[CH3:20])[CH2:3][N:4]1[CH2:9][CH2:8][NH:7][CH2:6][CH2:5]1.[O:21]1[CH2:23][CH:22]1[C:24]1[CH:32]=[CH:31][C:27]2=[N:28][O:29][N:30]=[C:26]2[CH:25]=1, predict the reaction product. The product is: [N:28]1[O:29][N:30]=[C:26]2[CH:25]=[C:24]([C@@H:22]([OH:21])[CH2:23][N:7]3[CH2:8][CH2:9][N:4]([CH2:3][C@@H:2]([C:10]4[CH:19]=[CH:18][C:13]5[C:14](=[O:17])[O:15][CH2:16][C:12]=5[C:11]=4[CH3:20])[OH:1])[CH2:5][CH2:6]3)[CH:32]=[CH:31][C:27]=12. (9) Given the reactants [N:1]1[C:10]2[C:5](=[CH:6][CH:7]=[CH:8][CH:9]=2)[N:4]=[CH:3][C:2]=1[C:11](Cl)=[O:12].[CH3:14][CH:15]([C:18]1[CH:23]=[CH:22][CH:21]=[CH:20][CH:19]=1)[CH2:16][NH2:17], predict the reaction product. The product is: [CH3:14][CH:15]([C:18]1[CH:23]=[CH:22][CH:21]=[CH:20][CH:19]=1)[CH2:16][NH:17][C:11]([C:2]1[CH:3]=[N:4][C:5]2[C:10](=[CH:9][CH:8]=[CH:7][CH:6]=2)[N:1]=1)=[O:12]. (10) Given the reactants C[O:2][C:3](=[O:12])[CH2:4][C:5]1[CH:10]=[CH:9][C:8]([OH:11])=[CH:7][CH:6]=1.C([O-])([O-])=O.[K+].[K+].[CH3:19][C:20]1([O:23][CH2:22]1)[CH3:21], predict the reaction product. The product is: [OH:23][C:20]([CH3:22])([CH3:21])[CH2:19][O:11][C:8]1[CH:9]=[CH:10][C:5]([CH2:4][C:3]([OH:2])=[O:12])=[CH:6][CH:7]=1.